The task is: Regression. Given two drug SMILES strings and cell line genomic features, predict the synergy score measuring deviation from expected non-interaction effect.. This data is from NCI-60 drug combinations with 297,098 pairs across 59 cell lines. (1) Drug 1: CC1=C(C(CCC1)(C)C)C=CC(=CC=CC(=CC(=O)O)C)C. Drug 2: C1CN(CCN1C(=O)CCBr)C(=O)CCBr. Cell line: SF-295. Synergy scores: CSS=28.9, Synergy_ZIP=-7.89, Synergy_Bliss=-2.92, Synergy_Loewe=-4.31, Synergy_HSA=-3.16. (2) Drug 1: CC12CCC3C(C1CCC2=O)CC(=C)C4=CC(=O)C=CC34C. Drug 2: CC1OCC2C(O1)C(C(C(O2)OC3C4COC(=O)C4C(C5=CC6=C(C=C35)OCO6)C7=CC(=C(C(=C7)OC)O)OC)O)O. Cell line: DU-145. Synergy scores: CSS=62.4, Synergy_ZIP=5.80, Synergy_Bliss=7.01, Synergy_Loewe=5.60, Synergy_HSA=9.82. (3) Synergy scores: CSS=7.64, Synergy_ZIP=0.193, Synergy_Bliss=0.400, Synergy_Loewe=-2.45, Synergy_HSA=-3.27. Drug 1: C1=NC2=C(N=C(N=C2N1C3C(C(C(O3)CO)O)O)F)N. Cell line: RPMI-8226. Drug 2: CNC(=O)C1=NC=CC(=C1)OC2=CC=C(C=C2)NC(=O)NC3=CC(=C(C=C3)Cl)C(F)(F)F. (4) Drug 1: CC1=CC=C(C=C1)C2=CC(=NN2C3=CC=C(C=C3)S(=O)(=O)N)C(F)(F)F. Cell line: NCI-H460. Drug 2: CCCCC(=O)OCC(=O)C1(CC(C2=C(C1)C(=C3C(=C2O)C(=O)C4=C(C3=O)C=CC=C4OC)O)OC5CC(C(C(O5)C)O)NC(=O)C(F)(F)F)O. Synergy scores: CSS=56.2, Synergy_ZIP=4.16, Synergy_Bliss=3.39, Synergy_Loewe=-15.6, Synergy_HSA=2.29. (5) Synergy scores: CSS=46.5, Synergy_ZIP=0.689, Synergy_Bliss=4.60, Synergy_Loewe=0.986, Synergy_HSA=7.78. Cell line: NCI-H322M. Drug 1: CC=C1C(=O)NC(C(=O)OC2CC(=O)NC(C(=O)NC(CSSCCC=C2)C(=O)N1)C(C)C)C(C)C. Drug 2: COCCOC1=C(C=C2C(=C1)C(=NC=N2)NC3=CC=CC(=C3)C#C)OCCOC.Cl. (6) Drug 1: COC1=C(C=C2C(=C1)N=CN=C2NC3=CC(=C(C=C3)F)Cl)OCCCN4CCOCC4. Drug 2: CC1CCC2CC(C(=CC=CC=CC(CC(C(=O)C(C(C(=CC(C(=O)CC(OC(=O)C3CCCCN3C(=O)C(=O)C1(O2)O)C(C)CC4CCC(C(C4)OC)OCCO)C)C)O)OC)C)C)C)OC. Cell line: MOLT-4. Synergy scores: CSS=38.5, Synergy_ZIP=1.26, Synergy_Bliss=4.73, Synergy_Loewe=7.17, Synergy_HSA=10.2. (7) Drug 1: CC1OCC2C(O1)C(C(C(O2)OC3C4COC(=O)C4C(C5=CC6=C(C=C35)OCO6)C7=CC(=C(C(=C7)OC)O)OC)O)O. Drug 2: C1=CC(=CC=C1CC(C(=O)O)N)N(CCCl)CCCl.Cl. Cell line: UO-31. Synergy scores: CSS=22.1, Synergy_ZIP=-2.64, Synergy_Bliss=4.44, Synergy_Loewe=4.26, Synergy_HSA=5.70. (8) Drug 1: C1CCC(CC1)NC(=O)N(CCCl)N=O. Drug 2: CC1=C(C(=CC=C1)Cl)NC(=O)C2=CN=C(S2)NC3=CC(=NC(=N3)C)N4CCN(CC4)CCO. Cell line: KM12. Synergy scores: CSS=17.1, Synergy_ZIP=-6.64, Synergy_Bliss=-6.96, Synergy_Loewe=-0.519, Synergy_HSA=-1.41. (9) Drug 1: COC1=CC(=CC(=C1O)OC)C2C3C(COC3=O)C(C4=CC5=C(C=C24)OCO5)OC6C(C(C7C(O6)COC(O7)C8=CC=CS8)O)O. Drug 2: C(CC(=O)O)C(=O)CN.Cl. Cell line: UACC62. Synergy scores: CSS=30.6, Synergy_ZIP=-10.1, Synergy_Bliss=-1.26, Synergy_Loewe=-24.1, Synergy_HSA=0.706.